Dataset: Reaction yield outcomes from USPTO patents with 853,638 reactions. Task: Predict the reaction yield, written as a fraction of the theoretical maximum amount of product (1.0 means a 100% yield; for example, 0.34 means a 34% yield). (1) The reactants are [C:1]1([CH:11]=O)[C:10]2[C:5](=[CH:6][CH:7]=[CH:8][CH:9]=2)[CH:4]=[CH:3][CH:2]=1.[Si:13]([O:20][C@@H:21]1[C@H:25]([CH2:26][O:27][Si:28]([C:31]([CH3:34])([CH3:33])[CH3:32])([CH3:30])[CH3:29])[CH2:24][C@@H:23]([O:35][C:36]2[CH:41]=[CH:40][N:39]=[C:38]([NH2:42])[C:37]=2[NH2:43])[CH2:22]1)([C:16]([CH3:19])([CH3:18])[CH3:17])([CH3:15])[CH3:14].S(S([O-])=O)([O-])(=O)=O.[Na+].[Na+]. The catalyst is C(#N)C. The product is [Si:13]([O:20][C@@H:21]1[C@H:25]([CH2:26][O:27][Si:28]([C:31]([CH3:34])([CH3:33])[CH3:32])([CH3:30])[CH3:29])[CH2:24][C@@H:23]([O:35][C:36]2[CH:41]=[CH:40][N:39]=[C:38]3[NH:42][C:11]([C:1]4[C:10]5[C:5](=[CH:6][CH:7]=[CH:8][CH:9]=5)[CH:4]=[CH:3][CH:2]=4)=[N:43][C:37]=23)[CH2:22]1)([C:16]([CH3:17])([CH3:18])[CH3:19])([CH3:15])[CH3:14]. The yield is 0.680. (2) The reactants are C(NC(C)C)(C)C.C([Li])CCC.CCCCCC.[C:19]([O:22][CH2:23][CH3:24])(=[O:21])[CH3:20].[CH3:25][N:26]([CH3:40])[C:27](=[O:39])[O:28][C:29]1[CH:34]=[CH:33][C:32]([CH:35]=[O:36])=[C:31]([CH:37]=[CH2:38])[CH:30]=1.[Cl-].[NH4+]. The catalyst is O1CCCC1. The product is [CH3:25][N:26]([CH3:40])[C:27]([O:28][C:29]1[CH:34]=[CH:33][C:32]([CH:35]([OH:36])[CH2:20][C:19]([O:22][CH2:23][CH3:24])=[O:21])=[C:31]([CH:37]=[CH2:38])[CH:30]=1)=[O:39]. The yield is 0.990. (3) The reactants are [F:1][C:2]([F:13])([F:12])[C:3]1[CH:4]=[C:5]([CH:9]([NH2:11])[CH3:10])[CH:6]=[CH:7][CH:8]=1.[C:14]1(=[O:20])[O:19][C:17](=[O:18])[CH2:16][CH2:15]1.CC(=O)OCC.CO. The catalyst is CCOCC. The product is [O:20]=[C:14]([NH:11][CH:9]([C:5]1[CH:6]=[CH:7][CH:8]=[C:3]([C:2]([F:12])([F:13])[F:1])[CH:4]=1)[CH3:10])[CH2:15][CH2:16][C:17]([OH:19])=[O:18]. The yield is 0.550.